Dataset: Forward reaction prediction with 1.9M reactions from USPTO patents (1976-2016). Task: Predict the product of the given reaction. (1) Given the reactants O[CH2:2][CH:3]1[N:8]([C:9](=[O:19])[NH:10][C:11]2[CH:16]=[CH:15][CH:14]=[C:13]([O:17][CH3:18])[CH:12]=2)[CH2:7][CH2:6][N:5]([C:20]([O:22][C:23]([CH3:26])([CH3:25])[CH3:24])=[O:21])[CH2:4]1.C1(P(C2C=CC=CC=2)C2C=CC=CC=2)C=CC=CC=1.N(C(OCC)=O)=NC(OCC)=O.C1(C)C=CC=CC=1.O, predict the reaction product. The product is: [CH3:18][O:17][C:13]1[CH:12]=[C:11]([N:10]2[CH2:2][CH:3]3[CH2:4][N:5]([C:20]([O:22][C:23]([CH3:25])([CH3:24])[CH3:26])=[O:21])[CH2:6][CH2:7][N:8]3[C:9]2=[O:19])[CH:16]=[CH:15][CH:14]=1. (2) Given the reactants [CH3:1][C:2]1[N:3]=[C:4]([C@H:7]2[CH2:11][CH2:10][CH2:9][N:8]2[C:12]([C:14]2[CH:15]=[C:16]([CH:21]=[CH:22][CH:23]=2)[C:17]([O:19]C)=[O:18])=[O:13])[S:5][CH:6]=1.[Li+].[OH-].Cl, predict the reaction product. The product is: [CH3:1][C:2]1[N:3]=[C:4]([C@H:7]2[CH2:11][CH2:10][CH2:9][N:8]2[C:12]([C:14]2[CH:15]=[C:16]([CH:21]=[CH:22][CH:23]=2)[C:17]([OH:19])=[O:18])=[O:13])[S:5][CH:6]=1. (3) Given the reactants [OH:1][C:2]1[CH:7]=[CH:6][C:5]([C:8]2[CH:9]=[CH:10][C:11](=[O:15])[N:12]([CH3:14])[N:13]=2)=[CH:4][CH:3]=1.Br[CH2:17][CH2:18][CH2:19][Cl:20].C([O-])([O-])=O.[K+].[K+], predict the reaction product. The product is: [Cl:20][CH2:19][CH2:18][CH2:17][O:1][C:2]1[CH:7]=[CH:6][C:5]([C:8]2[CH:9]=[CH:10][C:11](=[O:15])[N:12]([CH3:14])[N:13]=2)=[CH:4][CH:3]=1. (4) The product is: [CH:1]1([C:4]([N:6]2[C:15]3[C:10](=[C:11]([O:25][C:26]4[CH:31]=[CH:30][CH:29]=[CH:28][CH:27]=4)[C:12]([N:38]4[CH:37]=[C:36]([N+:33]([O-:35])=[O:34])[CH:40]=[N:39]4)=[CH:13][CH:14]=3)[CH2:9][CH2:8][C@@H:7]2[CH3:32])=[O:5])[CH2:3][CH2:2]1. Given the reactants [CH:1]1([C:4]([N:6]2[C:15]3[C:10](=[C:11]([O:25][C:26]4[CH:31]=[CH:30][CH:29]=[CH:28][CH:27]=4)[C:12](B4OC(C)(C)C(C)(C)O4)=[CH:13][CH:14]=3)[CH2:9][CH2:8][C@@H:7]2[CH3:32])=[O:5])[CH2:3][CH2:2]1.[N+:33]([C:36]1[CH:37]=[N:38][NH:39][CH:40]=1)([O-:35])=[O:34].N1C=CC=CC=1, predict the reaction product. (5) The product is: [Cl:8][C:9]1[CH:10]=[C:11]([C:17]2([C:34]([F:36])([F:37])[F:35])[O:21][N:20]=[C:19]([C:22]3[CH:23]=[C:24]4[C:28](=[CH:29][CH:30]=3)[C:27]3([CH2:33][N:32]([C:72](=[O:73])[CH2:71][S:68]([CH3:67])(=[O:70])=[O:69])[CH2:31]3)[O:26][CH2:25]4)[O:18]2)[CH:12]=[C:13]([Cl:16])[C:14]=1[F:15]. Given the reactants FC(F)(F)C(O)=O.[Cl:8][C:9]1[CH:10]=[C:11]([C:17]2([C:34]([F:37])([F:36])[F:35])[O:21][N:20]=[C:19]([C:22]3[CH:23]=[C:24]4[C:28](=[CH:29][CH:30]=3)[C:27]3([CH2:33][NH:32][CH2:31]3)[O:26][CH2:25]4)[O:18]2)[CH:12]=[C:13]([Cl:16])[C:14]=1[F:15].C(N(CC)CC)C.CCN=C=NCCCN(C)C.Cl.C1C=CC2N(O)N=NC=2C=1.[CH3:67][S:68]([CH2:71][C:72](O)=[O:73])(=[O:70])=[O:69], predict the reaction product.